Dataset: Forward reaction prediction with 1.9M reactions from USPTO patents (1976-2016). Task: Predict the product of the given reaction. Given the reactants [OH:1][CH:2]1[CH2:5][N:4](C(OC(C)(C)C)=O)[CH2:3]1.[C:13]([OH:19])([C:15]([F:18])([F:17])[F:16])=[O:14], predict the reaction product. The product is: [F:16][C:15]([F:18])([F:17])[C:13]([OH:19])=[O:14].[NH:4]1[CH2:5][CH:2]([OH:1])[CH2:3]1.